From a dataset of Catalyst prediction with 721,799 reactions and 888 catalyst types from USPTO. Predict which catalyst facilitates the given reaction. (1) Reactant: [F:1][C:2]1([F:33])[CH2:4][CH:3]1[CH2:5][N:6]1[C:14]2[C:9](=[N:10][C:11]([C:15]3[CH2:16][CH:17]4[CH2:21][N:20](C(OC(C)(C)C)=O)[CH2:19][CH:18]4[CH:29]=3)=[CH:12][CH:13]=2)[N:8]([CH3:30])[S:7]1(=[O:32])=[O:31].C(Cl)Cl.C(O)(C(F)(F)F)=O.C([O-])(O)=O.[Na+]. Product: [F:33][C:2]1([F:1])[CH2:4][CH:3]1[CH2:5][N:6]1[C:14]2[C:9](=[N:10][C:11]([C:15]3[CH2:16][CH:17]4[CH2:21][NH:20][CH2:19][CH:18]4[CH:29]=3)=[CH:12][CH:13]=2)[N:8]([CH3:30])[S:7]1(=[O:32])=[O:31]. The catalyst class is: 13. (2) Reactant: C(OC(=O)[NH:7][C:8]1([C:12]2[CH:17]=[CH:16][C:15]([C:18]3[C:38]([C:39]4[CH:44]=[CH:43][CH:42]=[CH:41][CH:40]=4)=[CH:37][N:21]4[N:22]=[C:23]5[C:28]([C:27]([C:29]6[CH:34]=[CH:33][C:32]([C:35]#[N:36])=[CH:31][CH:30]=6)=[CH:26][CH:25]=[CH:24]5)=[C:20]4[N:19]=3)=[CH:14][CH:13]=2)[CH2:11][CH2:10][CH2:9]1)(C)(C)C. Product: [NH2:7][C:8]1([C:12]2[CH:17]=[CH:16][C:15]([C:18]3[C:38]([C:39]4[CH:44]=[CH:43][CH:42]=[CH:41][CH:40]=4)=[CH:37][N:21]4[N:22]=[C:23]5[C:28]([C:27]([C:29]6[CH:34]=[CH:33][C:32]([C:35]#[N:36])=[CH:31][CH:30]=6)=[CH:26][CH:25]=[CH:24]5)=[C:20]4[N:19]=3)=[CH:14][CH:13]=2)[CH2:9][CH2:10][CH2:11]1. The catalyst class is: 89. (3) Reactant: [F:1][C:2]1[CH:7]=[CH:6][C:5]([C:8]2[CH:13]=[CH:12][CH:11]=[C:10]([S:14](Cl)(=[O:16])=[O:15])[CH:9]=2)=[CH:4][CH:3]=1.[NH2:18][C:19]1[CH:24]=[CH:23][C:22]([NH:25][C:26]([NH:28][C:29]2[CH:34]=[CH:33][CH:32]=[CH:31][CH:30]=2)=[O:27])=[CH:21][CH:20]=1.C(N(C(C)C)CC)(C)C. Product: [C:29]1([NH:28][C:26](=[O:27])[NH:25][C:22]2[CH:21]=[CH:20][C:19]([NH:18][S:14]([C:10]3[CH:9]=[C:8]([C:5]4[CH:6]=[CH:7][C:2]([F:1])=[CH:3][CH:4]=4)[CH:13]=[CH:12][CH:11]=3)(=[O:16])=[O:15])=[CH:24][CH:23]=2)[CH:34]=[CH:33][CH:32]=[CH:31][CH:30]=1. The catalyst class is: 2. (4) Reactant: [CH2:1]([O:8][C:9]1[CH:22]=[C:21]([O:23][CH2:24][C:25]2[CH:30]=[CH:29][CH:28]=[CH:27][CH:26]=2)[C:20](Br)=[CH:19][C:10]=1[C:11]([NH:13][CH2:14][CH2:15][CH2:16][O:17][CH3:18])=[O:12])[C:2]1[CH:7]=[CH:6][CH:5]=[CH:4][CH:3]=1.[CH:32]([C:35]1[CH:36]=[CH:37][C:38]([O:44][CH3:45])=[C:39](B(O)O)[CH:40]=1)([CH3:34])[CH3:33].C1(C)C=CC=CC=1.C([O-])(O)=O.[Na+]. Product: [CH3:18][O:17][CH2:16][CH2:15][CH2:14][NH:13][C:11]([C:10]1[CH:19]=[C:20]([C:39]2[CH:40]=[C:35]([CH:32]([CH3:34])[CH3:33])[CH:36]=[CH:37][C:38]=2[O:44][CH3:45])[C:21]([O:23][CH2:24][C:25]2[CH:30]=[CH:29][CH:28]=[CH:27][CH:26]=2)=[CH:22][C:9]=1[O:8][CH2:1][C:2]1[CH:7]=[CH:6][CH:5]=[CH:4][CH:3]=1)=[O:12]. The catalyst class is: 461. (5) Reactant: [CH3:1][C:2]1[NH:6][C:5]([C:7]2[C:11]([NH2:12])=[CH:10][N:9]([CH:13]3[CH2:18][CH2:17][CH2:16][CH2:15][O:14]3)[N:8]=2)=[N:4][C:3]=1[C:19]([F:22])([F:21])[F:20].[CH2:23](Cl)CCl.C1C=CC2N(O)N=NC=2C=1.[F:37][C:38]1[CH:46]=[CH:45][CH:44]=[C:43]([O:47][CH3:48])[C:39]=1[C:40](O)=[O:41]. Product: [F:37][C:38]1[CH:46]=[CH:45][CH:44]=[C:43]([O:47][CH3:48])[C:39]=1[C:40]([N:12]([CH3:23])[C:11]1[C:7]([C:5]2[NH:6][C:2]([CH3:1])=[C:3]([C:19]([F:22])([F:20])[F:21])[N:4]=2)=[N:8][N:9]([CH:13]2[CH2:18][CH2:17][CH2:16][CH2:15][O:14]2)[CH:10]=1)=[O:41]. The catalyst class is: 4. (6) Reactant: FC(F)(F)C(O)=O.[NH2:8][CH2:9][CH2:10][NH:11][C:12]([C@H:14]1[CH2:19][CH2:18][C@H:17]([C:20]2[N:24]=[C:23]([CH:25]([CH3:27])[CH3:26])[O:22][N:21]=2)[CH2:16][CH2:15]1)=[O:13].[Cl:28][C:29]1[CH:34]=[CH:33][CH:32]=[CH:31][C:30]=1[N:35]1[CH:39]=[C:38]([C:40](O)=[O:41])[C:37]([C:43]([F:46])([F:45])[F:44])=[N:36]1.CCN=C=NCCCN(C)C.Cl.C1C=CC2N(O)N=NC=2C=1.O.C(N(CC)CC)C. Product: [Cl:28][C:29]1[CH:34]=[CH:33][CH:32]=[CH:31][C:30]=1[N:35]1[CH:39]=[C:38]([C:40]([NH:8][CH2:9][CH2:10][NH:11][C:12]([C@H:14]2[CH2:15][CH2:16][C@H:17]([C:20]3[N:24]=[C:23]([CH:25]([CH3:27])[CH3:26])[O:22][N:21]=3)[CH2:18][CH2:19]2)=[O:13])=[O:41])[C:37]([C:43]([F:46])([F:44])[F:45])=[N:36]1. The catalyst class is: 210.